This data is from Full USPTO retrosynthesis dataset with 1.9M reactions from patents (1976-2016). The task is: Predict the reactants needed to synthesize the given product. (1) Given the product [Cl:1][C:2]1[CH:3]=[C:4]([C:13]2[O:14][C:15]3[CH2:25][CH:20]([OH:21])[CH2:19][CH2:18][C:16]=3[N:17]=2)[CH:5]=[CH:6][C:7]=1[O:8][CH2:9][CH:10]1[CH2:11][CH2:12]1, predict the reactants needed to synthesize it. The reactants are: [Cl:1][C:2]1[CH:3]=[C:4]([C:13]2[O:14][C:15]3[CH2:25][C:20]4(OCC[O:21]4)[CH2:19][CH2:18][C:16]=3[N:17]=2)[CH:5]=[CH:6][C:7]=1[O:8][CH2:9][CH:10]1[CH2:12][CH2:11]1.C1COCC1.Cl.C(=O)([O-])O.[Na+]. (2) Given the product [O:25]=[S:22]1[CH2:23][CH2:24][C:20]([NH:26][C:35]([C:33]2[CH:34]=[N:29][CH:30]=[N:31][CH:32]=2)=[O:36])([C:18](=[O:19])[NH:17][CH2:16][C:13]2[CH:12]=[CH:11][C:10]([NH:9][C:4]3[CH:5]=[CH:6][CH:7]=[CH:8][C:3]=3[C:2]([F:27])([F:1])[F:28])=[CH:15][N:14]=2)[CH2:21]1, predict the reactants needed to synthesize it. The reactants are: [F:1][C:2]([F:28])([F:27])[C:3]1[CH:8]=[CH:7][CH:6]=[CH:5][C:4]=1[NH:9][C:10]1[CH:11]=[CH:12][C:13]([CH2:16][NH:17][C:18]([C:20]2([NH2:26])[CH2:24][CH2:23][S:22](=[O:25])[CH2:21]2)=[O:19])=[N:14][CH:15]=1.[N:29]1[CH:34]=[C:33]([C:35](O)=[O:36])[CH:32]=[N:31][CH:30]=1. (3) Given the product [F:1][C:2]1[CH:3]=[C:4]2[C:9](=[CH:10][CH:11]=1)[N:8]=[C:7]([CH2:12][CH2:13][C:14]([OH:16])=[O:15])[NH:6][C:5]2=[O:21], predict the reactants needed to synthesize it. The reactants are: [F:1][C:2]1[CH:3]=[C:4]2[C:9](=[CH:10][CH:11]=1)[N:8]=[C:7]([CH2:12][CH2:13][C:14]([O:16]C(C)(C)C)=[O:15])[NH:6][C:5]2=[O:21].FC(F)(F)C(O)=O.C(OCC)C. (4) Given the product [C:19]([O:18][C:16]([N:13]1[CH2:14][CH2:15][CH:11]([C:7]2[CH:6]=[C:5]([CH:10]=[CH:9][CH:8]=2)[C:3]([OH:4])=[O:2])[CH2:12]1)=[O:17])([CH3:22])([CH3:20])[CH3:21], predict the reactants needed to synthesize it. The reactants are: C[O:2][C:3]([C:5]1[CH:6]=[C:7]([CH:11]2[CH2:15][CH2:14][N:13]([C:16]([O:18][C:19]([CH3:22])([CH3:21])[CH3:20])=[O:17])[CH2:12]2)[CH:8]=[CH:9][CH:10]=1)=[O:4].[OH-].[Na+].